Regression/Classification. Given a drug SMILES string, predict its absorption, distribution, metabolism, or excretion properties. Task type varies by dataset: regression for continuous measurements (e.g., permeability, clearance, half-life) or binary classification for categorical outcomes (e.g., BBB penetration, CYP inhibition). Dataset: cyp3a4_veith. From a dataset of CYP3A4 inhibition data for predicting drug metabolism from PubChem BioAssay. (1) The molecule is O=C1NC([O-])=NC1(c1ccccc1)c1ccccc1.[Na+]. The result is 0 (non-inhibitor). (2) The compound is O=C(Nc1cc(C(F)(F)F)ccc1N1CCCCC1)c1ccc(Br)o1. The result is 0 (non-inhibitor). (3) The molecule is C[C@@H](C[C@H](N)C(=O)O)C(=O)O. The result is 0 (non-inhibitor).